This data is from CYP2C19 inhibition data for predicting drug metabolism from PubChem BioAssay. The task is: Regression/Classification. Given a drug SMILES string, predict its absorption, distribution, metabolism, or excretion properties. Task type varies by dataset: regression for continuous measurements (e.g., permeability, clearance, half-life) or binary classification for categorical outcomes (e.g., BBB penetration, CYP inhibition). Dataset: cyp2c19_veith. (1) The drug is O=[N+]([O-])c1ccc(/C=N/N/C(=N/c2ccccn2)c2ccccn2)cc1. The result is 1 (inhibitor). (2) The molecule is O=C1CCCC=C1[C@@H](O)COCc1ccccc1. The result is 0 (non-inhibitor). (3) The drug is COc1ccc(Cc2ccccc2C(=O)O)c2ccccc12. The result is 0 (non-inhibitor). (4) The molecule is COc1ccc(C(=O)c2cnc3ccccc3c2-c2ccccc2)cc1. The result is 1 (inhibitor). (5) The result is 1 (inhibitor). The drug is COc1ccc(-c2cc(-c3cc(F)ccc3O)[nH]n2)cc1OC. (6) The drug is CNC[C@H](O)[C@H](O)[C@H](O)[C@H](O)CO. The result is 0 (non-inhibitor). (7) The drug is C/C(C[n+]1ccccc1)=N\N=C(N)N. The result is 0 (non-inhibitor).